Dataset: NCI-60 drug combinations with 297,098 pairs across 59 cell lines. Task: Regression. Given two drug SMILES strings and cell line genomic features, predict the synergy score measuring deviation from expected non-interaction effect. (1) Drug 1: CN(CC1=CN=C2C(=N1)C(=NC(=N2)N)N)C3=CC=C(C=C3)C(=O)NC(CCC(=O)O)C(=O)O. Drug 2: C1=NC2=C(N1)C(=S)N=CN2. Cell line: SF-268. Synergy scores: CSS=45.6, Synergy_ZIP=-1.42, Synergy_Bliss=-0.211, Synergy_Loewe=2.72, Synergy_HSA=3.25. (2) Drug 1: CNC(=O)C1=CC=CC=C1SC2=CC3=C(C=C2)C(=NN3)C=CC4=CC=CC=N4. Drug 2: CC1=C(C=C(C=C1)NC2=NC=CC(=N2)N(C)C3=CC4=NN(C(=C4C=C3)C)C)S(=O)(=O)N.Cl. Cell line: OVCAR-5. Synergy scores: CSS=-0.827, Synergy_ZIP=1.33, Synergy_Bliss=3.53, Synergy_Loewe=0.427, Synergy_HSA=1.08. (3) Drug 1: CC1CCC2CC(C(=CC=CC=CC(CC(C(=O)C(C(C(=CC(C(=O)CC(OC(=O)C3CCCCN3C(=O)C(=O)C1(O2)O)C(C)CC4CCC(C(C4)OC)OCCO)C)C)O)OC)C)C)C)OC. Drug 2: CCN(CC)CCCC(C)NC1=C2C=C(C=CC2=NC3=C1C=CC(=C3)Cl)OC. Cell line: DU-145. Synergy scores: CSS=22.8, Synergy_ZIP=-14.6, Synergy_Bliss=-8.57, Synergy_Loewe=-6.10, Synergy_HSA=-5.63. (4) Drug 1: CC1=C(C(=CC=C1)Cl)NC(=O)C2=CN=C(S2)NC3=CC(=NC(=N3)C)N4CCN(CC4)CCO. Drug 2: C#CCC(CC1=CN=C2C(=N1)C(=NC(=N2)N)N)C3=CC=C(C=C3)C(=O)NC(CCC(=O)O)C(=O)O. Cell line: SNB-75. Synergy scores: CSS=34.9, Synergy_ZIP=-5.05, Synergy_Bliss=-8.23, Synergy_Loewe=17.1, Synergy_HSA=-3.17. (5) Synergy scores: CSS=0.929, Synergy_ZIP=0.204, Synergy_Bliss=1.47, Synergy_Loewe=2.35, Synergy_HSA=-0.0697. Drug 2: C1C(C(OC1N2C=NC3=C2NC=NCC3O)CO)O. Drug 1: CC(C)CN1C=NC2=C1C3=CC=CC=C3N=C2N. Cell line: MALME-3M. (6) Drug 1: C1=C(C(=O)NC(=O)N1)F. Drug 2: C1CC(C1)(C(=O)O)C(=O)O.[NH2-].[NH2-].[Pt+2]. Cell line: CCRF-CEM. Synergy scores: CSS=68.2, Synergy_ZIP=-6.18, Synergy_Bliss=-9.57, Synergy_Loewe=-8.98, Synergy_HSA=-5.53.